This data is from Full USPTO retrosynthesis dataset with 1.9M reactions from patents (1976-2016). The task is: Predict the reactants needed to synthesize the given product. (1) Given the product [CH3:18][N:13]1[C:14]2[C:10](=[C:9]([C:6]3[CH:7]=[CH:8][C:3]([OH:2])=[CH:4][CH:5]=3)[CH:17]=[CH:16][CH:15]=2)[C:11]([CH3:25])=[C:12]1[C:19]1[CH:24]=[CH:23][CH:22]=[CH:21][CH:20]=1, predict the reactants needed to synthesize it. The reactants are: C[O:2][C:3]1[CH:8]=[CH:7][C:6]([C:9]2[CH:17]=[CH:16][CH:15]=[C:14]3[C:10]=2[C:11]([CH3:25])=[C:12]([C:19]2[CH:24]=[CH:23][CH:22]=[CH:21][CH:20]=2)[N:13]3[CH3:18])=[CH:5][CH:4]=1.B(Br)(Br)Br. (2) The reactants are: F[C:2]1[C:7]([F:8])=[CH:6][CH:5]=[C:4]([F:9])[N:3]=1.[CH3:10][OH:11].C[O-].[Na+]. Given the product [F:8][C:7]1[C:2]([O:11][CH3:10])=[N:3][C:4]([F:9])=[CH:5][CH:6]=1, predict the reactants needed to synthesize it.